This data is from Full USPTO retrosynthesis dataset with 1.9M reactions from patents (1976-2016). The task is: Predict the reactants needed to synthesize the given product. (1) Given the product [F:1][C:2]1[CH:7]=[CH:6][CH:5]=[C:4]([S:11]([CH3:10])(=[O:13])=[O:12])[C:3]=1[F:9], predict the reactants needed to synthesize it. The reactants are: [F:1][C:2]1[CH:7]=[CH:6][CH:5]=[C:4](I)[C:3]=1[F:9].[CH3:10][S:11]([O-])(=[O:13])=[O:12].[Na+]. (2) Given the product [C:1]([O:5][C:6](=[O:28])[N:7]([CH2:9][C:10]1[CH:15]=[C:14]([O:16][C:17]2[C:18]([F:27])=[C:19]3[C:23](=[CH:24][CH:25]=2)[N:22]([C:38](=[O:37])[NH:39][C:40]2[CH:44]=[C:43]([C:45]([CH3:47])([CH3:46])[CH3:48])[O:42][N:41]=2)[C:21]([CH3:26])=[CH:20]3)[N:13]=[CH:12][N:11]=1)[CH3:8])([CH3:4])([CH3:2])[CH3:3], predict the reactants needed to synthesize it. The reactants are: [C:1]([O:5][C:6](=[O:28])[N:7]([CH2:9][C:10]1[CH:15]=[C:14]([O:16][C:17]2[C:18]([F:27])=[C:19]3[C:23](=[CH:24][CH:25]=2)[NH:22][C:21]([CH3:26])=[CH:20]3)[N:13]=[CH:12][N:11]=1)[CH3:8])([CH3:4])([CH3:3])[CH3:2].[H-].[Na+].C1([O:37][C:38](=O)[NH:39][C:40]2[CH:44]=[C:43]([C:45]([CH3:48])([CH3:47])[CH3:46])[O:42][N:41]=2)C=CC=CC=1. (3) Given the product [CH3:1][O:2][C:3](=[O:32])[C:4]1[CH:9]=[CH:8][C:7]([CH2:10][N:11]2[CH:15]=[C:14]([C:16]3[CH:21]=[CH:20][C:19]([Cl:22])=[CH:18][C:17]=3[Cl:23])[N:13]=[C:12]2[CH2:24][C:25]2[CH:30]=[CH:29][C:28]([C:36]3[CH:37]=[CH:38][CH:39]=[CH:40][C:35]=3[O:34][CH3:33])=[CH:27][CH:26]=2)=[CH:6][CH:5]=1, predict the reactants needed to synthesize it. The reactants are: [CH3:1][O:2][C:3](=[O:32])[C:4]1[CH:9]=[CH:8][C:7]([CH2:10][N:11]2[CH:15]=[C:14]([C:16]3[CH:21]=[CH:20][C:19]([Cl:22])=[CH:18][C:17]=3[Cl:23])[N:13]=[C:12]2[CH2:24][C:25]2[CH:30]=[CH:29][C:28](Br)=[CH:27][CH:26]=2)=[CH:6][CH:5]=1.[CH3:33][O:34][C:35]1[CH:40]=[CH:39][CH:38]=[CH:37][C:36]=1B(O)O. (4) Given the product [Si:1]([O:8][CH2:9][C@H:10]([CH2:26][CH2:27][OH:29])[CH2:11][C@H:12]1[CH2:16][O:15][C:14]([CH3:17])([CH3:18])[N:13]1[C:19]([O:21][C:22]([CH3:23])([CH3:24])[CH3:25])=[O:20])([C:4]([CH3:5])([CH3:7])[CH3:6])([CH3:3])[CH3:2], predict the reactants needed to synthesize it. The reactants are: [Si:1]([O:8][CH2:9][C@H:10]([CH2:26][CH:27]=C)[CH2:11][C@H:12]1[CH2:16][O:15][C:14]([CH3:18])([CH3:17])[N:13]1[C:19]([O:21][C:22]([CH3:25])([CH3:24])[CH3:23])=[O:20])([C:4]([CH3:7])([CH3:6])[CH3:5])([CH3:3])[CH3:2].[O:29]=[O+][O-].[H-].[H-].[H-].[H-].[Li+].[Al+3]. (5) The reactants are: [CH3:1][N:2]1[CH:7]=[CH:6][C:5]2[O:8][CH:9]=[N:10][C:4]=2[C:3]1=[O:11].C1C(=O)N([Br:19])C(=O)C1. Given the product [Br:19][C:6]1[C:5]2[O:8][CH:9]=[N:10][C:4]=2[C:3](=[O:11])[N:2]([CH3:1])[CH:7]=1, predict the reactants needed to synthesize it. (6) Given the product [C:1]1([C:7]2[O:11][N:10]=[C:9]([C:12]3[O:16][N:15]=[C:14]4[C:17]5[CH:18]=[CH:19][C:20]([CH:25]=[O:35])=[CH:21][C:22]=5[O:23][CH2:24][C:13]=34)[C:8]=2[C:27]([F:28])([F:30])[F:29])[CH:6]=[CH:5][CH:4]=[CH:3][CH:2]=1, predict the reactants needed to synthesize it. The reactants are: [C:1]1([C:7]2[O:11][N:10]=[C:9]([C:12]3[O:16][N:15]=[C:14]4[C:17]5[CH:18]=[CH:19][C:20]([CH:25]=C)=[CH:21][C:22]=5[O:23][CH2:24][C:13]=34)[C:8]=2[C:27]([F:30])([F:29])[F:28])[CH:6]=[CH:5][CH:4]=[CH:3][CH:2]=1.C[N+]1([O-])CC[O:35]CC1.I([O-])(=O)(=O)=O.[Na+].O. (7) Given the product [CH2:23]([N:22]1[C:21]2[C:20](=[O:27])[N:19]([CH2:28][C:29]([C:31]3[CH:36]=[CH:35][CH:34]=[C:33]([O:37][CH3:38])[CH:32]=3)=[O:30])[CH:18]=[N:17][C:16]=2[CH:15]=[C:14]1[N:11]1[CH2:12][CH2:13][NH:8][CH2:9][CH2:10]1)[C:24]#[C:25][CH3:26], predict the reactants needed to synthesize it. The reactants are: C(OC([N:8]1[CH2:13][CH2:12][N:11]([C:14]2[N:22]([CH2:23][C:24]#[C:25][CH3:26])[C:21]3[C:20](=[O:27])[N:19]([CH2:28][C:29]([C:31]4[CH:36]=[CH:35][CH:34]=[C:33]([O:37][CH3:38])[CH:32]=4)=[O:30])[CH:18]=[N:17][C:16]=3[CH:15]=2)[CH2:10][CH2:9]1)=O)(C)(C)C.C(O)(C(F)(F)F)=O.